From a dataset of Reaction yield outcomes from USPTO patents with 853,638 reactions. Predict the reaction yield, written as a fraction of the theoretical maximum amount of product (1.0 means a 100% yield; for example, 0.34 means a 34% yield). (1) The catalyst is COCCOC.O.C1C=CC(P(C2C=CC=CC=2)[C-]2C=CC=C2)=CC=1.C1C=CC(P(C2C=CC=CC=2)[C-]2C=CC=C2)=CC=1.Cl[Pd]Cl.[Fe+2]. The yield is 0.540. The reactants are Br[C:2]1[CH:22]=[CH:21][C:5]([O:6][CH2:7][CH:8]2[CH2:13][CH2:12][N:11]([CH2:14][C:15]([CH2:19][CH3:20])([F:18])[CH2:16][CH3:17])[CH2:10][CH2:9]2)=[CH:4][CH:3]=1.[CH2:23]([O:25][C:26]([C:28]1[CH:33]=[CH:32][C:31](B(O)O)=[CH:30][C:29]=1[F:37])=[O:27])[CH3:24].C([O-])([O-])=O.[Na+].[Na+]. The product is [CH2:16]([C:15]([F:18])([CH2:19][CH3:20])[CH2:14][N:11]1[CH2:12][CH2:13][CH:8]([CH2:7][O:6][C:5]2[CH:21]=[CH:22][C:2]([C:31]3[CH:32]=[CH:33][C:28]([C:26]([O:25][CH2:23][CH3:24])=[O:27])=[C:29]([F:37])[CH:30]=3)=[CH:3][CH:4]=2)[CH2:9][CH2:10]1)[CH3:17]. (2) The reactants are [NH2:1][C@@H:2]([CH2:8][C:9]1[CH:14]=[CH:13][CH:12]=[CH:11][CH:10]=1)[C@H:3]([OH:7])[C:4]([OH:6])=[O:5].[Na+].[Cl-].CCN(CC)CC.Cl[C:25]([C:27]1[C:28]([CH3:37])=[C:29]([O:33][C:34](=[O:36])[CH3:35])[CH:30]=[CH:31][CH:32]=1)=[O:26].Cl.[C:39](OC(=O)C)(=[O:41])[CH3:40].CS(O)(=O)=O. The catalyst is C1COCC1.O. The product is [C:39]([O:7][C@@H:3]([C@@H:2]([NH:1][C:25](=[O:26])[C:27]1[CH:32]=[CH:31][CH:30]=[C:29]([O:33][C:34](=[O:36])[CH3:35])[C:28]=1[CH3:37])[CH2:8][C:9]1[CH:14]=[CH:13][CH:12]=[CH:11][CH:10]=1)[C:4]([OH:6])=[O:5])(=[O:41])[CH3:40]. The yield is 0.745. (3) The reactants are [CH3:1][S:2]([C:5]1[CH:10]=[CH:9][C:8]([NH:11][C:12]([C:14]2[CH:19]=[CH:18][CH:17]=[CH:16][N:15]=2)=[NH:13])=[CH:7][CH:6]=1)(=[O:4])=[O:3].C(=O)(O)[O-].[Na+].Br[CH2:26][C:27](=[O:32])[C:28]([F:31])([F:30])[F:29]. The catalyst is C(O)(C)C. The product is [OH:32][C:27]1([C:28]([F:31])([F:30])[F:29])[CH2:26][N:11]([C:8]2[CH:7]=[CH:6][C:5]([S:2]([CH3:1])(=[O:4])=[O:3])=[CH:10][CH:9]=2)[C:12]([C:14]2[CH:19]=[CH:18][CH:17]=[CH:16][N:15]=2)=[N:13]1. The yield is 0.180. (4) The reactants are [F:1][C:2]1[C:7]([F:8])=[CH:6][N:5]=[C:4]2[NH:9][CH:10]=[CH:11][C:3]=12.[N+:12]([O-])([OH:14])=[O:13]. The catalyst is O. The product is [F:1][C:2]1[C:7]([F:8])=[CH:6][N:5]=[C:4]2[NH:9][CH:10]=[C:11]([N+:12]([O-:14])=[O:13])[C:3]=12. The yield is 0.800. (5) The reactants are CS([O:5][CH2:6][CH2:7][CH2:8][CH2:9][CH2:10][CH2:11][CH2:12][O:13][C:14]1[CH:19]=[CH:18][CH:17]=[CH:16][CH:15]=1)(=O)=O.[C:20](O)(=[O:27])[C:21]1[CH:26]=[CH:25][CH:24]=[N:23][CH:22]=1.C(=O)([O-])[O-].[K+].[K+]. The catalyst is CN(C)C=O.C(OCC)(=O)C. The product is [C:20]([O:5][CH2:6][CH2:7][CH2:8][CH2:9][CH2:10][CH2:11][CH2:12][O:13][C:14]1[CH:19]=[CH:18][CH:17]=[CH:16][CH:15]=1)(=[O:27])[C:21]1[CH:26]=[CH:25][CH:24]=[N:23][CH:22]=1. The yield is 0.804. (6) The reactants are Cl.Cl.[NH:3]1[C:11]2[C:6](=[CH:7][C:8]([C:12]3[C:20]4[C:19]([NH2:21])=[N:18][CH:17]=[N:16][C:15]=4[N:14]([CH3:22])[CH:13]=3)=[CH:9][CH:10]=2)[CH2:5][CH2:4]1.OC(C(F)(F)F)=O.[CH3:30][C:31]1[N:36]=[C:35]([CH2:37][C:38](O)=[O:39])[CH:34]=[CH:33][CH:32]=1.CN(C(ON1N=NC2C=CC=NC1=2)=[N+](C)C)C.F[P-](F)(F)(F)(F)F.CCN(C(C)C)C(C)C. The catalyst is CN(C)C=O.O. The product is [CH3:22][N:14]1[C:15]2[N:16]=[CH:17][N:18]=[C:19]([NH2:21])[C:20]=2[C:12]([C:8]2[CH:7]=[C:6]3[C:11](=[CH:10][CH:9]=2)[N:3]([C:38](=[O:39])[CH2:37][C:35]2[CH:34]=[CH:33][CH:32]=[C:31]([CH3:30])[N:36]=2)[CH2:4][CH2:5]3)=[CH:13]1. The yield is 0.950. (7) The yield is 0.530. The reactants are [Br:1][C:2]1[CH:7]=[C:6]([CH3:8])[CH:5]=[C:4]([CH2:9]Br)[CH:3]=1.[C-:11]#[N:12].[K+].O. The catalyst is C(O)C. The product is [Br:1][C:2]1[CH:3]=[C:4]([CH:5]=[C:6]([CH3:8])[CH:7]=1)[CH2:9][C:11]#[N:12]. (8) The reactants are C([N:8]1[CH:13]=[CH:12][C:11]2=[C:14]([C:24]3[CH:29]=[CH:28][C:27]([Cl:30])=[CH:26][CH:25]=3)[N:15]([C:17]3[CH:22]=[CH:21][CH:20]=[CH:19][C:18]=3[Cl:23])[N:16]=[C:10]2[C:9]1=O)C1C=CC=CC=1.O=P(Cl)(Cl)[Cl:34]. No catalyst specified. The product is [Cl:34][C:9]1[C:10]2=[N:16][N:15]([C:17]3[CH:22]=[CH:21][CH:20]=[CH:19][C:18]=3[Cl:23])[C:14]([C:24]3[CH:25]=[CH:26][C:27]([Cl:30])=[CH:28][CH:29]=3)=[C:11]2[CH:12]=[CH:13][N:8]=1. The yield is 0.770. (9) The product is [C:36]1([C:14]2[CH:13]=[C:12]([CH:6]([CH2:5][OH:4])[CH2:7][OH:8])[CH:17]=[CH:16][C:15]=2[NH:18][C:19]([C:21]2[N:22]([CH2:28][O:29][CH2:30][CH2:31][Si:32]([CH3:33])([CH3:35])[CH3:34])[CH:23]=[C:24]([C:26]#[N:27])[N:25]=2)=[O:20])[CH2:41][CH2:40][CH2:39][CH2:38][CH:37]=1. The reactants are C([O:4][CH2:5][CH:6]([C:12]1[CH:17]=[CH:16][C:15]([NH:18][C:19]([C:21]2[N:22]([CH2:28][O:29][CH2:30][CH2:31][Si:32]([CH3:35])([CH3:34])[CH3:33])[CH:23]=[C:24]([C:26]#[N:27])[N:25]=2)=[O:20])=[C:14]([C:36]2[CH2:41][CH2:40][CH2:39][CH2:38][CH:37]=2)[CH:13]=1)[CH2:7][O:8]C(=O)C)(=O)C.[OH-].[Na+].C(Cl)Cl.O. The yield is 0.630. The catalyst is CC(O)C.